Dataset: Forward reaction prediction with 1.9M reactions from USPTO patents (1976-2016). Task: Predict the product of the given reaction. (1) Given the reactants [OH:1][C:2]1[CH:15]=[CH:14][C:5]2[C@H:6]([CH2:9][C:10]([O:12][CH3:13])=[O:11])[CH2:7][O:8][C:4]=2[CH:3]=1.[Cl:16][C:17]1[C:18]([CH3:41])=[C:19]([C:33]2[CH:38]=[CH:37][CH:36]=[C:35]([CH2:39]O)[CH:34]=2)[C:20]([CH3:32])=[C:21]([Cl:31])[C:22]=1[O:23][CH2:24][CH2:25][CH2:26][S:27]([CH3:30])(=[O:29])=[O:28].C(P(CCCC)CCCC)CCC.N(C(N1CCCCC1)=O)=NC(N1CCCCC1)=O, predict the reaction product. The product is: [CH3:13][O:12][C:10](=[O:11])[CH2:9][C@H:6]1[C:5]2[CH:14]=[CH:15][C:2]([O:1][CH2:39][C:35]3[CH:34]=[C:33]([C:19]4[C:20]([CH3:32])=[C:21]([Cl:31])[C:22]([O:23][CH2:24][CH2:25][CH2:26][S:27]([CH3:30])(=[O:29])=[O:28])=[C:17]([Cl:16])[C:18]=4[CH3:41])[CH:38]=[CH:37][CH:36]=3)=[CH:3][C:4]=2[O:8][CH2:7]1. (2) Given the reactants [NH:1]1[C:5]2[CH:6]=[CH:7][CH:8]=[CH:9][C:4]=2[N:3]=[N:2]1.I[CH2:11][CH:12]([CH3:14])[CH3:13].C(=O)([O-])[O-].[K+].[K+], predict the reaction product. The product is: [CH2:11]([N:2]1[N:3]=[C:4]2[CH:9]=[CH:8][CH:7]=[CH:6][C:5]2=[N:1]1)[CH:12]([CH3:14])[CH3:13]. (3) Given the reactants Br[C:2]1[CH:3]=[CH:4][C:5]2[O:9][N:8]=[C:7]([C:10]3[CH:15]=[CH:14][CH:13]=[CH:12][CH:11]=3)[C:6]=2[CH:16]=1.[F:17][C:18]1[CH:23]=[CH:22][C:21]([C:24]2[O:25][C:26]3[CH:36]=[C:35]([N:37]([CH3:42])[S:38]([CH3:41])(=[O:40])=[O:39])[C:34](B4OC(C)(C)C(C)(C)O4)=[CH:33][C:27]=3[C:28]=2[C:29]([NH:31][CH3:32])=[O:30])=[CH:20][CH:19]=1.C(Cl)Cl.CO, predict the reaction product. The product is: [F:17][C:18]1[CH:23]=[CH:22][C:21]([C:24]2[O:25][C:26]3[CH:36]=[C:35]([N:37]([CH3:42])[S:38]([CH3:41])(=[O:39])=[O:40])[C:34]([C:2]4[CH:3]=[CH:4][C:5]5[O:9][N:8]=[C:7]([C:10]6[CH:15]=[CH:14][CH:13]=[CH:12][CH:11]=6)[C:6]=5[CH:16]=4)=[CH:33][C:27]=3[C:28]=2[C:29]([NH:31][CH3:32])=[O:30])=[CH:20][CH:19]=1. (4) The product is: [N+:18]([C:21]1[CH:26]=[CH:25][C:24]([C:12]2[CH:11]=[CH:10][C:9]([CH2:1][CH2:2][CH2:3][CH2:4][CH2:5][CH2:6][CH2:7][CH3:8])=[CH:14][CH:13]=2)=[CH:23][CH:22]=1)([O-:20])=[O:19]. Given the reactants [CH2:1]([C:9]1[CH:14]=[CH:13][C:12](B(O)O)=[CH:11][CH:10]=1)[CH2:2][CH2:3][CH2:4][CH2:5][CH2:6][CH2:7][CH3:8].[N+:18]([C:21]1[CH:26]=[CH:25][C:24](I)=[CH:23][CH:22]=1)([O-:20])=[O:19].O, predict the reaction product.